This data is from Peptide-MHC class I binding affinity with 185,985 pairs from IEDB/IMGT. The task is: Regression. Given a peptide amino acid sequence and an MHC pseudo amino acid sequence, predict their binding affinity value. This is MHC class I binding data. (1) The peptide sequence is AICSVVRRA. The MHC is Patr-A0301 with pseudo-sequence Patr-A0301. The binding affinity (normalized) is 0.121. (2) The peptide sequence is NIQKITVFNK. The MHC is Patr-A0101 with pseudo-sequence Patr-A0101. The binding affinity (normalized) is 0.122. (3) The peptide sequence is ATPPSLVHF. The MHC is HLA-A24:03 with pseudo-sequence HLA-A24:03. The binding affinity (normalized) is 0.535.